Dataset: Full USPTO retrosynthesis dataset with 1.9M reactions from patents (1976-2016). Task: Predict the reactants needed to synthesize the given product. (1) Given the product [OH:23][C:12]1[C:11]([CH:24]([CH3:26])[CH3:25])=[N:10][N:9]([CH2:8][C:5]2[CH:6]=[CH:7][C:2]([C:37]3[CH:36]=[N:35][C:34]([N:31]4[CH2:30][CH2:29][N:28]([CH3:27])[CH2:33][CH2:32]4)=[CH:39][CH:38]=3)=[CH:3][CH:4]=2)[C:14](=[O:15])[C:13]=1[C:16]([NH:18][CH2:19][C:20]([OH:22])=[O:21])=[O:17], predict the reactants needed to synthesize it. The reactants are: Br[C:2]1[CH:7]=[CH:6][C:5]([CH2:8][N:9]2[C:14](=[O:15])[C:13]([C:16]([NH:18][CH2:19][C:20]([OH:22])=[O:21])=[O:17])=[C:12]([OH:23])[C:11]([CH:24]([CH3:26])[CH3:25])=[N:10]2)=[CH:4][CH:3]=1.[CH3:27][N:28]1[CH2:33][CH2:32][N:31]([C:34]2[CH:39]=[CH:38][C:37](B3OC(C)(C)C(C)(C)O3)=[CH:36][N:35]=2)[CH2:30][CH2:29]1.C(=O)([O-])[O-].[K+].[K+].Cl. (2) The reactants are: [NH:1]([C:8]([O:10][C:11]([CH3:14])([CH3:13])[CH3:12])=[O:9])[C@H:2]([C:5]([OH:7])=[O:6])[CH2:3][OH:4].[H-].[Na+].[F:17][C:18]1[CH:23]=[CH:22][CH:21]=[C:20]([N+:24]([O-:26])=[O:25])[C:19]=1F.Cl. Given the product [C:11]([O:10][C:8]([NH:1][C@@H:2]([CH2:3][O:4][C:19]1[C:20]([N+:24]([O-:26])=[O:25])=[CH:21][CH:22]=[CH:23][C:18]=1[F:17])[C:5]([OH:7])=[O:6])=[O:9])([CH3:14])([CH3:13])[CH3:12], predict the reactants needed to synthesize it. (3) Given the product [S:20]([S:24]([O-:26])=[O:25])([O-:23])(=[O:22])=[O:21].[Na+:27].[CH3:1][N:2]([CH2:9][CH2:10][O:11][C:12]1[CH:13]=[CH:14][C:15]([CH:16]=[O:17])=[CH:18][CH:19]=1)[C:3]1[CH:8]=[CH:7][CH:6]=[CH:5][N:4]=1.[Na+:27], predict the reactants needed to synthesize it. The reactants are: [CH3:1][N:2]([CH2:9][CH2:10][O:11][C:12]1[CH:19]=[CH:18][C:15]([CH:16]=[O:17])=[CH:14][CH:13]=1)[C:3]1[CH:8]=[CH:7][CH:6]=[CH:5][N:4]=1.[S:20]([S:24]([O-:26])=[O:25])([O-:23])(=[O:22])=[O:21].[Na+:27].[Na+].